From a dataset of Catalyst prediction with 721,799 reactions and 888 catalyst types from USPTO. Predict which catalyst facilitates the given reaction. (1) Reactant: Cl.[CH3:2][CH:3]([CH3:15])[CH2:4][C@H:5]([N:9]1[CH2:14][CH2:13][O:12][CH2:11][CH2:10]1)[C:6]([OH:8])=O.C(N(CC)CC)C.O.ON1C2C=CC=CC=2N=N1.C(N=C=NCCCN(C)C)C.[CH2:45]([N:52]1[CH2:56][C@H:55]2[C@H:57]([NH2:60])[CH2:58][CH2:59][C@H:54]2[CH2:53]1)[C:46]1[CH:51]=[CH:50][CH:49]=[CH:48][CH:47]=1. Product: [CH2:45]([N:52]1[CH2:56][C@H:55]2[C@H:57]([NH:60][C:6](=[O:8])[C@@H:5]([N:9]3[CH2:14][CH2:13][O:12][CH2:11][CH2:10]3)[CH2:4][CH:3]([CH3:2])[CH3:15])[CH2:58][CH2:59][C@H:54]2[CH2:53]1)[C:46]1[CH:47]=[CH:48][CH:49]=[CH:50][CH:51]=1. The catalyst class is: 4. (2) Reactant: [CH3:1][Si:2]([CH3:18])([CH3:17])[CH2:3][CH2:4][O:5][CH2:6][N:7]1[C:11]([C:12]2[S:13][CH:14]=[CH:15][N:16]=2)=[CH:10][CH:9]=[N:8]1.C(O)(C(F)(F)F)=O.C1C(=O)N([I:33])C(=O)C1. Product: [I:33][C:10]1[CH:9]=[N:8][N:7]([CH2:6][O:5][CH2:4][CH2:3][Si:2]([CH3:18])([CH3:17])[CH3:1])[C:11]=1[C:12]1[S:13][CH:14]=[CH:15][N:16]=1. The catalyst class is: 10. (3) Reactant: Cl.[CH3:2][C:3]1[CH:8]=[CH:7][C:6]([CH3:9])=[CH:5][C:4]=1[NH:10][NH2:11].[OH-].[Na+]. Product: [CH3:2][C:3]1[CH:8]=[CH:7][C:6]([CH3:9])=[CH:5][C:4]=1[N:10]1[C:4]([NH2:10])=[CH:3][C:8]([CH3:7])=[N:11]1. The catalyst class is: 33. (4) Reactant: [Cl:1][C:2]1[N:10]=[C:9]2[C:5]([NH:6][CH:7]=[N:8]2)=[C:4](Cl)[N:3]=1.[CH2:12]([NH2:19])[C:13]1[CH:18]=[CH:17][CH:16]=[CH:15][CH:14]=1. Product: [Cl:1][C:2]1[NH:3][C:4]([NH:19][CH2:12][C:13]2[CH:18]=[CH:17][CH:16]=[CH:15][CH:14]=2)=[C:5]2[C:9]([N:10]=1)=[N:8][CH:7]=[N:6]2. The catalyst class is: 51. (5) Reactant: [Si:1]([O:8][C:9]1[CH:15]=[CH:14][C:12]([NH2:13])=[CH:11][C:10]=1[CH2:16][CH3:17])([C:4]([CH3:7])([CH3:6])[CH3:5])([CH3:3])[CH3:2].C(N(CC)CC)C.[Br:25][CH:26]([CH2:30][CH2:31]Br)[C:27](Cl)=[O:28].[OH-].[K+]. Product: [Br:25][CH:26]1[CH2:30][CH2:31][N:13]([C:12]2[CH:14]=[CH:15][C:9]([O:8][Si:1]([C:4]([CH3:7])([CH3:6])[CH3:5])([CH3:2])[CH3:3])=[C:10]([CH2:16][CH3:17])[CH:11]=2)[C:27]1=[O:28]. The catalyst class is: 325. (6) Reactant: Br[C:2]1[C:10]2[C:9]([NH:11][C@H:12]([C:14]3[N:19]([C:20]4[CH:25]=[CH:24][CH:23]=[CH:22][CH:21]=4)[C:18](=[O:26])[C:17]4=[C:27]([CH3:30])[CH:28]=[CH:29][N:16]4[N:15]=3)[CH3:13])=[N:8][CH:7]=[N:6][C:5]=2[N:4]([CH2:31][O:32][CH2:33][CH2:34][Si:35]([CH3:38])([CH3:37])[CH3:36])[CH:3]=1.[F:39][C:40]1[CH:41]=[C:42]([CH:44]=[C:45](B2OC(C)(C)C(C)(C)O2)[CH:46]=1)[NH2:43].C(=O)([O-])[O-].[Na+].[Na+]. Product: [NH2:43][C:42]1[CH:44]=[C:45]([C:2]2[C:10]3[C:9]([NH:11][C@H:12]([C:14]4[N:19]([C:20]5[CH:25]=[CH:24][CH:23]=[CH:22][CH:21]=5)[C:18](=[O:26])[C:17]5=[C:27]([CH3:30])[CH:28]=[CH:29][N:16]5[N:15]=4)[CH3:13])=[N:8][CH:7]=[N:6][C:5]=3[N:4]([CH2:31][O:32][CH2:33][CH2:34][Si:35]([CH3:38])([CH3:37])[CH3:36])[CH:3]=2)[CH:46]=[C:40]([F:39])[CH:41]=1. The catalyst class is: 149. (7) Reactant: [CH3:1][O:2][C:3]1[CH:4]=[C:5]2[CH2:14][CH:13]([CH2:15][CH:16]3[CH2:21][CH2:20][N:19]([CH2:22][C:23]4[CH:24]=[CH:25][CH:26]=[CH:27][CH:28]=4)[CH2:18][CH2:17]3)[C:11](=[O:12])[C:6]2=[CH:7][C:8]=1[O:9][CH3:10].[ClH:29]. Product: [CH3:1][O:2][C:3]1[CH:4]=[C:5]2[CH2:14][CH:13]([CH2:15][CH:16]3[CH2:17][CH2:18][N:19]([CH2:22][C:23]4[CH:28]=[CH:27][CH:26]=[CH:25][CH:24]=4)[CH2:20][CH2:21]3)[C:11](=[O:12])[C:6]2=[CH:7][C:8]=1[O:9][CH3:10].[ClH:29]. The catalyst class is: 8. (8) Reactant: [CH2:1]([N:3]1[CH2:13][CH:12]2[CH2:14][CH2:15][CH:5]([C:6]3[CH:7]=[CH:8][C:9]([N+:16]([O-])=O)=[CH:10][C:11]=32)[CH2:4]1)[CH3:2]. Product: [CH2:1]([N:3]1[CH2:13][CH:12]2[CH2:14][CH2:15][CH:5]([C:6]3[CH:7]=[CH:8][C:9]([NH2:16])=[CH:10][C:11]=32)[CH2:4]1)[CH3:2]. The catalyst class is: 19.